From a dataset of NCI-60 drug combinations with 297,098 pairs across 59 cell lines. Regression. Given two drug SMILES strings and cell line genomic features, predict the synergy score measuring deviation from expected non-interaction effect. (1) Drug 1: CCC(=C(C1=CC=CC=C1)C2=CC=C(C=C2)OCCN(C)C)C3=CC=CC=C3.C(C(=O)O)C(CC(=O)O)(C(=O)O)O. Drug 2: B(C(CC(C)C)NC(=O)C(CC1=CC=CC=C1)NC(=O)C2=NC=CN=C2)(O)O. Cell line: UO-31. Synergy scores: CSS=43.1, Synergy_ZIP=12.1, Synergy_Bliss=9.89, Synergy_Loewe=-52.5, Synergy_HSA=7.96. (2) Drug 1: CC1C(C(CC(O1)OC2CC(OC(C2O)C)OC3=CC4=CC5=C(C(=O)C(C(C5)C(C(=O)C(C(C)O)O)OC)OC6CC(C(C(O6)C)O)OC7CC(C(C(O7)C)O)OC8CC(C(C(O8)C)O)(C)O)C(=C4C(=C3C)O)O)O)O. Drug 2: C1C(C(OC1N2C=NC3=C2NC=NCC3O)CO)O. Cell line: HOP-62. Synergy scores: CSS=11.5, Synergy_ZIP=-0.466, Synergy_Bliss=-4.08, Synergy_Loewe=-27.3, Synergy_HSA=-3.68. (3) Drug 1: C1CCC(CC1)NC(=O)N(CCCl)N=O. Drug 2: C1=NC(=NC(=O)N1C2C(C(C(O2)CO)O)O)N. Cell line: SNB-75. Synergy scores: CSS=24.2, Synergy_ZIP=-4.30, Synergy_Bliss=5.07, Synergy_Loewe=3.48, Synergy_HSA=3.35. (4) Drug 1: COC1=CC(=CC(=C1O)OC)C2C3C(COC3=O)C(C4=CC5=C(C=C24)OCO5)OC6C(C(C7C(O6)COC(O7)C8=CC=CS8)O)O. Drug 2: C1=CC=C(C=C1)NC(=O)CCCCCCC(=O)NO. Cell line: SF-268. Synergy scores: CSS=38.3, Synergy_ZIP=-1.58, Synergy_Bliss=3.94, Synergy_Loewe=-0.136, Synergy_HSA=5.05. (5) Drug 1: CS(=O)(=O)CCNCC1=CC=C(O1)C2=CC3=C(C=C2)N=CN=C3NC4=CC(=C(C=C4)OCC5=CC(=CC=C5)F)Cl. Drug 2: C#CCC(CC1=CN=C2C(=N1)C(=NC(=N2)N)N)C3=CC=C(C=C3)C(=O)NC(CCC(=O)O)C(=O)O. Cell line: OVCAR-5. Synergy scores: CSS=45.0, Synergy_ZIP=1.22, Synergy_Bliss=-2.22, Synergy_Loewe=-11.5, Synergy_HSA=-1.92. (6) Synergy scores: CSS=-0.799, Synergy_ZIP=3.04, Synergy_Bliss=5.65, Synergy_Loewe=1.46, Synergy_HSA=1.77. Drug 1: CS(=O)(=O)C1=CC(=C(C=C1)C(=O)NC2=CC(=C(C=C2)Cl)C3=CC=CC=N3)Cl. Cell line: M14. Drug 2: CN1CCC(CC1)COC2=C(C=C3C(=C2)N=CN=C3NC4=C(C=C(C=C4)Br)F)OC.